This data is from CYP2C19 inhibition data for predicting drug metabolism from PubChem BioAssay. The task is: Regression/Classification. Given a drug SMILES string, predict its absorption, distribution, metabolism, or excretion properties. Task type varies by dataset: regression for continuous measurements (e.g., permeability, clearance, half-life) or binary classification for categorical outcomes (e.g., BBB penetration, CYP inhibition). Dataset: cyp2c19_veith. (1) The drug is Cc1cccc(-c2nsc(SCC(=O)Nc3nccs3)n2)c1. The result is 1 (inhibitor). (2) The result is 0 (non-inhibitor). The drug is C=CC1=C(C(=O)O)N2C(=O)[C@@H](NC(=O)/C(=N\OCC(=O)O)c3csc(N)n3)[C@@H]2SC1. (3) The compound is Cc1ccccc1OCC(=O)Nc1sc(C(=O)Nc2cccc(C)c2C)c(C)c1C#N. The result is 0 (non-inhibitor). (4) The molecule is COc1ccccc1CNC(=O)CN1CCC(NC(=O)c2ccccc2F)CC1.Cl. The result is 0 (non-inhibitor). (5) The molecule is Cc1cc2ncn(C3CC(=O)N(C)C3=O)c2cc1C. The result is 0 (non-inhibitor). (6) The compound is CCCCOC(=O)Nc1nc2ccccc2s1. The result is 1 (inhibitor). (7) The molecule is COC(=O)c1[nH]c2cc(OC)ccc2c1NC(=O)CCN1CCSCC1. The result is 0 (non-inhibitor). (8) The molecule is O=C(c1cccc(F)c1)N1CCC2(CCCN(c3ccncc3)C2)CC1. The result is 1 (inhibitor). (9) The drug is Cc1nc2cnc(N3CCN(C)CC3)nc2n(CCC#N)c1=O. The result is 0 (non-inhibitor). (10) The compound is Cc1cccc2cc(=O)[nH]c(C)c12. The result is 0 (non-inhibitor).